This data is from Reaction yield outcomes from USPTO patents with 853,638 reactions. The task is: Predict the reaction yield, written as a fraction of the theoretical maximum amount of product (1.0 means a 100% yield; for example, 0.34 means a 34% yield). (1) The reactants are Cl[C:2]1[CH:7]=[CH:6][N:5]=[C:4]2[CH:8]=[C:9]([C:11]3[CH:16]=[CH:15][CH:14]=[C:13]([O:17][CH3:18])[N:12]=3)[S:10][C:3]=12.[CH3:19][NH:20][C:21]([C:23]1[C:31]2[C:26](=[CH:27][C:28]([OH:32])=[CH:29][CH:30]=2)[N:25]([CH3:33])[C:24]=1[CH3:34])=[O:22].C([O-])([O-])=O.[Cs+].[Cs+]. No catalyst specified. The product is [CH3:19][NH:20][C:21]([C:23]1[C:31]2[C:26](=[CH:27][C:28]([O:32][C:2]3[CH:7]=[CH:6][N:5]=[C:4]4[CH:8]=[C:9]([C:11]5[CH:16]=[CH:15][CH:14]=[C:13]([O:17][CH3:18])[N:12]=5)[S:10][C:3]=34)=[CH:29][CH:30]=2)[N:25]([CH3:33])[C:24]=1[CH3:34])=[O:22]. The yield is 0.190. (2) The reactants are [CH3:1][O:2][C@H:3]1[C@@H:9]2[O:10][CH2:11][C@H:12]([O:13]C(C3C=CC=CC=3)=O)[C@@H:8]2[O:7][C@H:4]1[O:5][CH3:6].[OH-].[Na+].N1C=CC=CC=1.[CH3:30][S:31](Cl)(=[O:33])=[O:32]. The catalyst is CO.C(OCC)(=O)C.ClCCl. The product is [CH3:1][O:2][C@H:3]1[C@@H:9]2[O:10][CH2:11][C@H:12]([O:13][S:31]([CH3:30])(=[O:33])=[O:32])[C@@H:8]2[O:7][C@H:4]1[O:5][CH3:6]. The yield is 0.960.